Dataset: Forward reaction prediction with 1.9M reactions from USPTO patents (1976-2016). Task: Predict the product of the given reaction. (1) The product is: [CH:13]([O:1][C:2]1[CH:9]=[C:8]([O:10][CH3:11])[CH:7]=[CH:6][C:3]=1[CH:4]=[O:5])([CH3:15])[CH3:14]. Given the reactants [OH:1][C:2]1[CH:9]=[C:8]([O:10][CH3:11])[CH:7]=[CH:6][C:3]=1[CH:4]=[O:5].I[CH:13]([CH3:15])[CH3:14].C([O-])([O-])=O.[K+].[K+].C(Cl)Cl, predict the reaction product. (2) The product is: [Cl:27][C:5]1[CH:4]=[CH:3][C:2]([I:28])=[CH:7][C:6]=1[C:8]1[C:13](=[O:14])[N:12]([CH3:15])[C:11]2[N:16]([C:19]3[C:24]([F:25])=[CH:23][CH:22]=[CH:21][C:20]=3[F:26])[N:17]=[CH:18][C:10]=2[CH:9]=1. Given the reactants N[C:2]1[CH:3]=[CH:4][C:5]([Cl:27])=[C:6]([C:8]2[C:13](=[O:14])[N:12]([CH3:15])[C:11]3[N:16]([C:19]4[C:24]([F:25])=[CH:23][CH:22]=[CH:21][C:20]=4[F:26])[N:17]=[CH:18][C:10]=3[CH:9]=2)[CH:7]=1.[I:28]I.[I-].[Cs+].N(OCCC(C)C)=O, predict the reaction product. (3) Given the reactants [N:1]1([CH2:6][C:7]2[CH:12]=[CH:11][C:10]([CH2:13][CH2:14][NH2:15])=[CH:9][CH:8]=2)[CH2:5][CH2:4][CH2:3][CH2:2]1.[N+:16]([C:19]1[CH:20]=[C:21]([C:28]2[CH:33]=[CH:32][CH:31]=[CH:30][CH:29]=2)[CH:22]=[CH:23][C:24]=1[C:25](O)=[O:26])([O-:18])=[O:17], predict the reaction product. The product is: [N:1]1([CH2:6][C:7]2[CH:12]=[CH:11][C:10]([CH2:13][CH2:14][NH:15][C:25]([C:24]3[CH:23]=[CH:22][C:21]([C:28]4[CH:33]=[CH:32][CH:31]=[CH:30][CH:29]=4)=[CH:20][C:19]=3[N+:16]([O-:18])=[O:17])=[O:26])=[CH:9][CH:8]=2)[CH2:5][CH2:4][CH2:3][CH2:2]1.